From a dataset of Forward reaction prediction with 1.9M reactions from USPTO patents (1976-2016). Predict the product of the given reaction. Given the reactants [CH3:1][N:2]1[C:7](=[O:8])[C:6]([C:9]2[C:13](SC)=[CH:12][N:11]([C:16]3[CH:17]=[CH:18][CH:19]=[C:20]([CH:23]=3)[C:21]#[N:22])[N:10]=2)=[C:5]([CH3:24])[N:4]([C:25]2[CH:30]=[CH:29][CH:28]=[C:27]([C:31]([F:34])([F:33])[F:32])[CH:26]=2)[C:3]1=[O:35].OO.[S:38]([O-:42])([O-])(=[O:40])=S.[Na+].[Na+].[C:45](O)(=O)C, predict the reaction product. The product is: [CH3:1][N:2]1[C:7](=[O:8])[C:6]([C:9]2[C:13]([S:38]([CH3:45])(=[O:42])=[O:40])=[CH:12][N:11]([C:16]3[CH:17]=[CH:18][CH:19]=[C:20]([CH:23]=3)[C:21]#[N:22])[N:10]=2)=[C:5]([CH3:24])[N:4]([C:25]2[CH:30]=[CH:29][CH:28]=[C:27]([C:31]([F:33])([F:34])[F:32])[CH:26]=2)[C:3]1=[O:35].